Dataset: Forward reaction prediction with 1.9M reactions from USPTO patents (1976-2016). Task: Predict the product of the given reaction. (1) The product is: [O:13]1[C:17]2[CH:18]=[CH:19][C:20]([CH:22]([C:7]3([C:1]4[CH:2]=[CH:3][CH:4]=[CH:5][CH:6]=4)[S:8][CH2:9][CH2:10][CH2:11][S:12]3)[OH:23])=[CH:21][C:16]=2[CH2:15][CH2:14]1. Given the reactants [C:1]1([CH:7]2[S:12][CH2:11][CH2:10][CH2:9][S:8]2)[CH:6]=[CH:5][CH:4]=[CH:3][CH:2]=1.[O:13]1[C:17]2[CH:18]=[CH:19][C:20]([CH:22]=[O:23])=[CH:21][C:16]=2[CH2:15][CH2:14]1, predict the reaction product. (2) The product is: [Cl:1][C:2]1[C:3]([CH2:4][OH:5])=[C:7]([OH:11])[CH:8]=[CH:9][CH:10]=1. Given the reactants [Cl:1][C:2]1[CH:10]=[CH:9][CH:8]=[C:7]([OH:11])[C:3]=1[C:4](O)=[O:5], predict the reaction product. (3) Given the reactants [CH2:1]([NH:4][C:5](=[O:25])[NH:6][C:7]1[N:12]=[CH:11][C:10](B(O)O)=[C:9]([C:16]2[S:17][CH:18]=[C:19]([C:21]([F:24])([F:23])[F:22])[N:20]=2)[CH:8]=1)[CH2:2][CH3:3].Cl[C:27]1[CH:32]=[CH:31][N:30]=[C:29]([C:33]([O:35][CH3:36])=[O:34])[CH:28]=1.C(=O)(O)[O-].[Na+].C(OCC)(=O)C, predict the reaction product. The product is: [CH2:1]([NH:4][C:5](=[O:25])[NH:6][C:7]1[N:12]=[CH:11][C:10]([C:27]2[CH:32]=[CH:31][N:30]=[C:29]([C:33]([O:35][CH3:36])=[O:34])[CH:28]=2)=[C:9]([C:16]2[S:17][CH:18]=[C:19]([C:21]([F:24])([F:23])[F:22])[N:20]=2)[CH:8]=1)[CH2:2][CH3:3]. (4) Given the reactants [C:1]([C:3]1[C:12]2[C:7](=[CH:8][CH:9]=[CH:10][CH:11]=2)[CH:6]=[CH:5][C:4]=1[CH2:13][CH2:14][CH2:15][CH2:16][CH2:17][CH3:18])#[CH:2].BrCCCCCC.Br[CH2:27][CH2:28][CH2:29][CH2:30][CH2:31][CH2:32][CH2:33][CH2:34][CH2:35][CH2:36][CH2:37][CH2:38]CCCCCC, predict the reaction product. The product is: [C:1]([C:3]1[C:12]2[C:7](=[CH:8][CH:9]=[CH:10][CH:11]=2)[CH:6]=[CH:5][C:4]=1[CH2:13][CH2:14][CH2:15][CH2:16][CH2:17][CH2:18][CH2:38][CH2:37][CH2:36][CH2:35][CH2:34][CH2:33][CH2:32][CH2:31][CH2:30][CH2:29][CH2:28][CH3:27])#[CH:2]. (5) Given the reactants Br[C:2]1[CH:3]=[CH:4][C:5]([F:10])=[C:6]([O:8][CH3:9])[CH:7]=1.[F:11][C:12]([F:23])([F:22])[C:13]1[CH:14]=[CH:15][C:16]([CH2:19][CH2:20][NH2:21])=[N:17][CH:18]=1, predict the reaction product. The product is: [F:10][C:5]1[CH:4]=[CH:3][C:2]([NH:21][CH2:20][CH2:19][C:16]2[CH:15]=[CH:14][C:13]([C:12]([F:23])([F:11])[F:22])=[CH:18][N:17]=2)=[CH:7][C:6]=1[O:8][CH3:9].